This data is from Full USPTO retrosynthesis dataset with 1.9M reactions from patents (1976-2016). The task is: Predict the reactants needed to synthesize the given product. (1) Given the product [C:37]([CH2:38][NH:43][C:19]([C:5]1[C:6](=[O:18])[N:7]([C:8]2[CH:13]=[CH:12][CH:11]=[C:10]([C:14]([F:17])([F:15])[F:16])[CH:9]=2)[C:2]([CH3:1])=[C:3]([C:22]2[N:23]([CH3:27])[N:24]=[CH:25][CH:26]=2)[CH:4]=1)=[O:21])#[N:36], predict the reactants needed to synthesize it. The reactants are: [CH3:1][C:2]1[N:7]([C:8]2[CH:13]=[CH:12][CH:11]=[C:10]([C:14]([F:17])([F:16])[F:15])[CH:9]=2)[C:6](=[O:18])[C:5]([C:19]([OH:21])=O)=[CH:4][C:3]=1[C:22]1[N:23]([CH3:27])[N:24]=[CH:25][CH:26]=1.CN(C(O[N:36]1N=[N:43][C:38]2C=CC=C[C:37]1=2)=[N+](C)C)C.F[P-](F)(F)(F)(F)F.CCN(C(C)C)C(C)C.Cl.NCC#N. (2) Given the product [CH2:17]([O:16][C:14](=[O:15])[CH:13]([C:4]1[CH:9]=[N:8][C:7]([O:10][CH3:11])=[CH:6][CH:5]=1)[C:12]([O:20][CH2:21][CH3:22])=[O:19])[CH3:18], predict the reactants needed to synthesize it. The reactants are: [H-].[Na+].Br[C:4]1[CH:5]=[CH:6][C:7]([O:10][CH3:11])=[N:8][CH:9]=1.[C:12]([O:20][CH2:21][CH3:22])(=[O:19])[CH2:13][C:14]([O:16][CH2:17][CH3:18])=[O:15]. (3) Given the product [Br:19][C:20]1[CH:32]=[CH:31][C:30]([F:33])=[CH:29][C:21]=1[O:22][CH:23]1[CH2:24][CH2:25][N:26]([C:2]2[N:3]=[N:4][C:5]([C:8]3[CH:9]=[N:10][CH:11]=[C:12]([CH:18]=3)[C:13]([O:15][CH2:16][CH3:17])=[O:14])=[CH:6][N:7]=2)[CH2:27][CH2:28]1, predict the reactants needed to synthesize it. The reactants are: Br[C:2]1[N:3]=[N:4][C:5]([C:8]2[CH:9]=[N:10][CH:11]=[C:12]([CH:18]=2)[C:13]([O:15][CH2:16][CH3:17])=[O:14])=[CH:6][N:7]=1.[Br:19][C:20]1[CH:32]=[CH:31][C:30]([F:33])=[CH:29][C:21]=1[O:22][CH:23]1[CH2:28][CH2:27][NH:26][CH2:25][CH2:24]1.C(=O)([O-])[O-].[K+].[K+]. (4) Given the product [F:45][C:30]1[CH:31]=[C:32]([NH:35][C:36]([NH:38][S:39]([CH:42]2[CH2:43][CH2:44]2)(=[O:40])=[O:41])=[O:37])[CH:33]=[CH:34][C:29]=1[O:28][C:25]1[CH:24]=[CH:23][N:22]=[C:21]2[CH:20]=[C:19]([C:16]3[CH:17]=[CH:18][C:13]([CH2:12][NH:7][CH2:8][CH2:9][O:10][CH3:11])=[CH:14][N:15]=3)[S:27][C:26]=12, predict the reactants needed to synthesize it. The reactants are: C(OC(=O)[N:7]([CH2:12][C:13]1[CH:14]=[N:15][C:16]([C:19]2[S:27][C:26]3[C:21](=[N:22][CH:23]=[CH:24][C:25]=3[O:28][C:29]3[CH:34]=[CH:33][C:32]([NH:35][C:36]([NH:38][S:39]([CH:42]4[CH2:44][CH2:43]4)(=[O:41])=[O:40])=[O:37])=[CH:31][C:30]=3[F:45])[CH:20]=2)=[CH:17][CH:18]=1)[CH2:8][CH2:9][O:10][CH3:11])(C)(C)C.Cl.O1CCOCC1.C([O-])(O)=O.[Na+]. (5) Given the product [Cl:19][C:20]1[CH:21]=[C:22]([NH:35][C:36]2[CH:41]=[CH:40][CH:39]=[CH:38][C:37]=2[NH:42][C:43](=[O:49])[CH2:44][CH2:45][C:46]([NH:50][CH2:51][CH2:52][CH2:53][CH2:54][CH2:55][CH2:56][OH:57])=[O:47])[CH:23]=[CH:24][C:25]=1[C:26](=[O:34])[C:27]1[CH:32]=[CH:31][CH:30]=[CH:29][C:28]=1[CH3:33], predict the reactants needed to synthesize it. The reactants are: [Cl-].COC1N=C(OC)N=C([N+]2(C)CCOCC2)N=1.[Cl:19][C:20]1[CH:21]=[C:22]([NH:35][C:36]2[CH:41]=[CH:40][CH:39]=[CH:38][C:37]=2[NH:42][C:43](=[O:49])[CH2:44][CH2:45][C:46](O)=[O:47])[CH:23]=[CH:24][C:25]=1[C:26](=[O:34])[C:27]1[CH:32]=[CH:31][CH:30]=[CH:29][C:28]=1[CH3:33].[NH2:50][CH2:51][CH2:52][CH2:53][CH2:54][CH2:55][CH2:56][OH:57].Cl. (6) Given the product [OH:22][C@H:24]([CH2:25][O:26][C:27]1[CH:32]=[CH:31][CH:30]=[CH:29][CH:28]=1)[CH2:23][NH:2][C@H:3]([CH2:20][OH:21])[CH2:4][C:5]1[CH:6]=[CH:7][C:8]([O:9][C:10]2[N:17]=[CH:16][CH:15]=[CH:14][C:11]=2[C:12]#[N:13])=[CH:18][CH:19]=1, predict the reactants needed to synthesize it. The reactants are: Cl.[NH2:2][C@H:3]([CH2:20][OH:21])[CH2:4][C:5]1[CH:19]=[CH:18][C:8]([O:9][C:10]2[N:17]=[CH:16][CH:15]=[CH:14][C:11]=2[C:12]#[N:13])=[CH:7][CH:6]=1.[O:22]1[C@H:24]([CH2:25][O:26][C:27]2[CH:32]=[CH:31][CH:30]=[CH:29][CH:28]=2)[CH2:23]1.C(N(CC)C(C)C)(C)C. (7) The reactants are: [Br:1][C:2]1[CH:3]=[CH:4][C:5]2[O:14][CH2:13][CH2:12][C:11]3[C:7](=[N:8][NH:9][CH:10]=3)[C:6]=2[CH:15]=1.[CH:16]([N:19]1[CH:23]=[N:22][N:21]=[C:20]1S(C)(=O)=O)([CH3:18])[CH3:17].C(=O)([O-])[O-].[Cs+].[Cs+]. Given the product [Br:1][C:2]1[CH:3]=[CH:4][C:5]2[O:14][CH2:13][CH2:12][C:11]3[C:7](=[N:8][N:9]([C:20]4[N:19]([CH:16]([CH3:18])[CH3:17])[CH:23]=[N:22][N:21]=4)[CH:10]=3)[C:6]=2[CH:15]=1, predict the reactants needed to synthesize it.